From a dataset of Full USPTO retrosynthesis dataset with 1.9M reactions from patents (1976-2016). Predict the reactants needed to synthesize the given product. (1) The reactants are: C(N(CC)CC)C.[OH:8][C:9]1[CH:14]=[CH:13][C:12]([C:15]2[CH2:19][C:18]([C:21]([F:24])([F:23])[F:22])([OH:20])[O:17][N:16]=2)=[CH:11][CH:10]=1.[C:25]1([S:31](Cl)(=[O:33])=[O:32])[CH:30]=[CH:29][CH:28]=[CH:27][CH:26]=1. Given the product [OH:20][C:18]1([C:21]([F:24])([F:23])[F:22])[O:17][N:16]=[C:15]([C:12]2[CH:11]=[CH:10][C:9]([O:8][S:31]([C:25]3[CH:30]=[CH:29][CH:28]=[CH:27][CH:26]=3)(=[O:33])=[O:32])=[CH:14][CH:13]=2)[CH2:19]1, predict the reactants needed to synthesize it. (2) Given the product [Br:14][C:3]1[C:2]([NH:1][CH:17]([CH2:18][CH3:19])[CH2:16][CH3:15])=[CH:12][C:6]([C:7]([O:9][CH2:10][CH3:11])=[O:8])=[C:5]([CH3:13])[N:4]=1, predict the reactants needed to synthesize it. The reactants are: [NH2:1][C:2]1[C:3]([Br:14])=[N:4][C:5]([CH3:13])=[C:6]([CH:12]=1)[C:7]([O:9][CH2:10][CH3:11])=[O:8].[CH3:15][CH2:16][C:17](=O)[CH2:18][CH3:19].C(O[BH-](OC(=O)C)OC(=O)C)(=O)C.[Na+].FC(F)(F)C(O)=O. (3) Given the product [Br:1][C:2]1[C:3]([N:9]([CH:10]2[CH2:14][CH2:13][CH2:12][CH2:11]2)[CH3:17])=[N:4][C:5]([Cl:8])=[N:6][CH:7]=1, predict the reactants needed to synthesize it. The reactants are: [Br:1][C:2]1[C:3]([NH:9][CH:10]2[CH2:14][CH2:13][CH2:12][CH2:11]2)=[N:4][C:5]([Cl:8])=[N:6][CH:7]=1.[H-].[Na+].[CH3:17]I. (4) Given the product [N+:34]([C:37]1[CH:42]=[CH:41][CH:40]=[CH:39][C:38]=1[S:43]([N:15]1[CH2:20][CH2:19][CH2:18][CH:17]([C:21]([N:23]2[CH2:27][CH2:26][CH:25]([C:28]3[CH:29]=[N:30][CH:31]=[CH:32][CH:33]=3)[CH2:24]2)=[O:22])[CH2:16]1)(=[O:45])=[O:44])([O-:36])=[O:35], predict the reactants needed to synthesize it. The reactants are: FC(F)(F)C(O)=O.FC(F)(F)C(O)=O.[NH:15]1[CH2:20][CH2:19][CH2:18][CH:17]([C:21]([N:23]2[CH2:27][CH2:26][CH:25]([C:28]3[CH:29]=[N:30][CH:31]=[CH:32][CH:33]=3)[CH2:24]2)=[O:22])[CH2:16]1.[N+:34]([C:37]1[CH:42]=[CH:41][CH:40]=[CH:39][C:38]=1[S:43](Cl)(=[O:45])=[O:44])([O-:36])=[O:35].C(N(CC)CC)C. (5) Given the product [NH2:1][C:2]1[CH:11]=[C:10]([N:12]2[CH2:13][CH2:14][N:15]([C:18]([NH:20][C@H:21]3[CH2:27][CH2:26][CH2:25][CH2:24][N:23]([CH2:28][C:29]([NH:41][CH2:34][C:35]4[CH:40]=[CH:39][CH:38]=[CH:37][CH:36]=4)=[O:31])[C:22]3=[O:32])=[O:19])[CH2:16][CH2:17]2)[C:9]2[C:4](=[CH:5][C:6]([Cl:33])=[CH:7][CH:8]=2)[N:3]=1, predict the reactants needed to synthesize it. The reactants are: [NH2:1][C:2]1[CH:11]=[C:10]([N:12]2[CH2:17][CH2:16][N:15]([C:18]([NH:20][C@H:21]3[CH2:27][CH2:26][CH2:25][CH2:24][N:23]([CH2:28][C:29]([OH:31])=O)[C:22]3=[O:32])=[O:19])[CH2:14][CH2:13]2)[C:9]2[C:4](=[CH:5][C:6]([Cl:33])=[CH:7][CH:8]=2)[N:3]=1.[CH2:34]([NH2:41])[C:35]1[CH:40]=[CH:39][CH:38]=[CH:37][CH:36]=1.CN(C(ON1N=NC2C=CC=NC1=2)=[N+](C)C)C.F[P-](F)(F)(F)(F)F.C(N(C(C)C)CC)(C)C. (6) Given the product [NH:19]1[C:27]2[C:22](=[CH:23][C:24]([C:2]3[CH:3]=[CH:4][C:5]([O:8][C@@H:9]4[CH:16]5[CH2:17][N:12]6[CH2:13][CH:14]([CH2:18][CH:10]4[CH2:11]6)[CH2:15]5)=[N:6][CH:7]=3)=[CH:25][CH:26]=2)[CH:21]=[CH:20]1, predict the reactants needed to synthesize it. The reactants are: Br[C:2]1[CH:3]=[CH:4][C:5]([O:8][C@@H:9]2[CH:16]3[CH2:17][N:12]4[CH2:13][CH:14]([CH2:18][CH:10]2[CH2:11]4)[CH2:15]3)=[N:6][CH:7]=1.[NH:19]1[C:27]2[C:22](=[CH:23][C:24](B(O)O)=[CH:25][CH:26]=2)[CH:21]=[CH:20]1.N.